From a dataset of Full USPTO retrosynthesis dataset with 1.9M reactions from patents (1976-2016). Predict the reactants needed to synthesize the given product. Given the product [Br:1][C:2]1[CH:3]=[N:4][C:5]([CH:9]=[CH2:10])=[N:6][CH:7]=1, predict the reactants needed to synthesize it. The reactants are: [Br:1][C:2]1[CH:3]=[N:4][C:5](I)=[N:6][CH:7]=1.[CH2:9]([Sn](CCCC)(CCCC)C=C)[CH2:10]CC.